Dataset: Forward reaction prediction with 1.9M reactions from USPTO patents (1976-2016). Task: Predict the product of the given reaction. (1) Given the reactants Cl.[CH3:2][C:3]1[C:4]2[CH:12]=[CH:11][CH:10]=[CH:9][C:5]=2[S:6][C:7]=1[NH2:8].N1C=CC=CC=1.Cl[S:20]([C:23]1[CH:31]=[CH:30][C:26]([C:27]([OH:29])=[O:28])=[CH:25][CH:24]=1)(=[O:22])=[O:21], predict the reaction product. The product is: [CH3:2][C:3]1[C:4]2[CH:12]=[CH:11][CH:10]=[CH:9][C:5]=2[S:6][C:7]=1[NH:8][S:20]([C:23]1[CH:24]=[CH:25][C:26]([C:27]([OH:29])=[O:28])=[CH:30][CH:31]=1)(=[O:22])=[O:21]. (2) The product is: [CH3:24][N:25]([CH3:38])[CH2:26][CH2:27][NH:28][S:29]([C:32]1[S:33][C:34]([C:22]#[C:21][C:20]2[CH:19]=[N:18][N:11]3[C:12]([C:14]([F:15])([F:17])[F:16])=[CH:13][C:8]([C:5]4[CH:6]=[CH:7][C:2]([Cl:1])=[C:3]([CH3:23])[CH:4]=4)=[N:9][C:10]=23)=[CH:35][CH:36]=1)(=[O:31])=[O:30]. Given the reactants [Cl:1][C:2]1[CH:7]=[CH:6][C:5]([C:8]2[CH:13]=[C:12]([C:14]([F:17])([F:16])[F:15])[N:11]3[N:18]=[CH:19][C:20]([C:21]#[CH:22])=[C:10]3[N:9]=2)=[CH:4][C:3]=1[CH3:23].[CH3:24][N:25]([CH3:38])[CH2:26][CH2:27][NH:28][S:29]([C:32]1[S:33][C:34](Br)=[CH:35][CH:36]=1)(=[O:31])=[O:30], predict the reaction product. (3) Given the reactants N1(O[C:11]2[N:16]=[C:15]([N:17]3[CH2:22][CH2:21][CH:20]([CH2:23][NH:24]C(=O)OC(C)(C)C)[CH2:19][CH2:18]3)[C:14]([C:32](=[O:34])[NH2:33])=[CH:13][N:12]=2)C2C=CC=CC=2N=N1.[NH2:35][C:36]1[CH:41]=[CH:40][C:39]([N:42]2[CH2:47][CH2:46][N:45]([C:48](=[O:50])[CH3:49])[CH2:44][CH2:43]2)=[CH:38][CH:37]=1.C1(C)C=CC(S(O)(=O)=O)=CC=1, predict the reaction product. The product is: [C:48]([N:45]1[CH2:44][CH2:43][N:42]([C:39]2[CH:40]=[CH:41][C:36]([NH:35][C:11]3[N:16]=[C:15]([N:17]4[CH2:18][CH2:19][CH:20]([CH2:23][NH2:24])[CH2:21][CH2:22]4)[C:14]([C:32]([NH2:33])=[O:34])=[CH:13][N:12]=3)=[CH:37][CH:38]=2)[CH2:47][CH2:46]1)(=[O:50])[CH3:49]. (4) Given the reactants [CH3:1][CH:2]([CH:5]([O:15][Si:16]([CH2:21][CH3:22])([CH2:19][CH3:20])[CH2:17][CH3:18])[C:6]([CH3:14])=[CH:7][C:8]1[N:9]=[C:10]([CH3:13])[S:11][CH:12]=1)[CH2:3]O.N1C=CN=C1.C1(P(C2C=CC=CC=2)C2C=CC=CC=2)C=CC=CC=1.[I:47]I, predict the reaction product. The product is: [I:47][CH2:3][CH:2]([CH3:1])[CH:5]([O:15][Si:16]([CH2:21][CH3:22])([CH2:19][CH3:20])[CH2:17][CH3:18])[C:6]([CH3:14])=[CH:7][C:8]1[N:9]=[C:10]([CH3:13])[S:11][CH:12]=1. (5) Given the reactants [Cl:1][C:2]1[CH:7]=[CH:6][C:5]([F:8])=[C:4]([F:9])[CH:3]=1.[Br:10]N1C(C)(C)C(=O)N(Br)C1=O.S(=O)(=O)(O)O, predict the reaction product. The product is: [Br:10][C:7]1[CH:6]=[C:5]([F:8])[C:4]([F:9])=[CH:3][C:2]=1[Cl:1].